Dataset: Peptide-MHC class II binding affinity with 134,281 pairs from IEDB. Task: Regression. Given a peptide amino acid sequence and an MHC pseudo amino acid sequence, predict their binding affinity value. This is MHC class II binding data. (1) The peptide sequence is CDASILIDPLSNQSA. The MHC is DRB1_1001 with pseudo-sequence DRB1_1001. The binding affinity (normalized) is 0.639. (2) The MHC is HLA-DPA10301-DPB10402 with pseudo-sequence HLA-DPA10301-DPB10402. The binding affinity (normalized) is 0.375. The peptide sequence is AKNMKNLVWNDELAY.